From a dataset of Catalyst prediction with 721,799 reactions and 888 catalyst types from USPTO. Predict which catalyst facilitates the given reaction. (1) Reactant: Cl[CH2:2][C:3]([C:5]1[CH:6]=[CH:7][CH:8]=[C:9]2[C:14]=1[N:13]=[CH:12][CH:11]=[CH:10]2)=[O:4].[N-:15]=[N+:16]=[N-:17].[Na+]. Product: [N:15]([CH2:2][C:3]([C:5]1[CH:6]=[CH:7][CH:8]=[C:9]2[C:14]=1[N:13]=[CH:12][CH:11]=[CH:10]2)=[O:4])=[N+:16]=[N-:17]. The catalyst class is: 197. (2) Product: [C:1]([O:5][C:6]([N:8]1[CH2:13][CH2:12][N:11]([C:14]([O:16][C:17]([CH3:20])([CH3:19])[CH3:18])=[O:15])[CH2:10][C@@H:9]1[CH:21]([F:35])[C:22]1[CH:27]=[CH:26][CH:25]=[CH:24][CH:23]=1)=[O:7])([CH3:4])([CH3:3])[CH3:2]. The catalyst class is: 22. Reactant: [C:1]([O:5][C:6]([N:8]1[CH2:13][CH2:12][N:11]([C:14]([O:16][C:17]([CH3:20])([CH3:19])[CH3:18])=[O:15])[CH2:10][C@@H:9]1[CH:21](O)[C:22]1[CH:27]=[CH:26][CH:25]=[CH:24][CH:23]=1)=[O:7])([CH3:4])([CH3:3])[CH3:2].C(N(S(F)(F)[F:35])CC)C. (3) Reactant: [NH2:1][C:2]1[C:3]([F:27])=[CH:4][C:5]([Cl:26])=[C:6]([CH:25]=1)[O:7][C:8]1[CH:22]=[CH:21][C:11]2[N:12]=[C:13]([NH:15][C:16]([CH:18]3[CH2:20][CH2:19]3)=[O:17])[S:14][C:10]=2[C:9]=1[C:23]#[N:24].[N:28]([C:31]1[CH:36]=[CH:35][C:34]([C:37]([F:40])([F:39])[F:38])=[CH:33][CH:32]=1)=[C:29]=[O:30]. Product: [Cl:26][C:5]1[CH:4]=[C:3]([F:27])[C:2]([NH:1][C:29](=[O:30])[NH:28][C:31]2[CH:36]=[CH:35][C:34]([C:37]([F:38])([F:40])[F:39])=[CH:33][CH:32]=2)=[CH:25][C:6]=1[O:7][C:8]1[CH:22]=[CH:21][C:11]2[N:12]=[C:13]([NH:15][C:16]([CH:18]3[CH2:20][CH2:19]3)=[O:17])[S:14][C:10]=2[C:9]=1[C:23]#[N:24]. The catalyst class is: 42. (4) Reactant: [NH2:1][CH2:2][CH:3]([OH:14])[CH2:4][O:5][C:6]1[CH:13]=[CH:12][C:9]([C:10]#[N:11])=[CH:8][CH:7]=1.[C:15](O[C:23]([O:25][C:26]([CH3:29])([CH3:28])[CH3:27])=[O:24])(OC(C)(C)C)=O.[Na+].[Cl-]. Product: [CH:6]([O:5][CH:4]([CH3:3])[CH3:15])([CH3:7])[CH3:13].[C:10]([C:9]1[CH:12]=[CH:13][C:6]([O:5][CH2:4][CH:3]([OH:14])[CH2:2][NH:1][C:23](=[O:24])[O:25][C:26]([CH3:27])([CH3:28])[CH3:29])=[CH:7][CH:8]=1)#[N:11]. The catalyst class is: 1. (5) Product: [CH3:4][C:2]([O:5][C:6]([N:8]1[CH2:13][CH2:12][N:11]([S:14]([NH:17][C:59]2[CH:64]=[C:63]([O:65][CH2:66][C:67]([F:68])([F:70])[F:69])[N:62]=[C:61]([S:71][CH2:72][C:73]3[CH:78]=[CH:77][CH:76]=[C:75]([F:79])[C:74]=3[F:80])[N:60]=2)(=[O:16])=[O:15])[CH2:10][CH2:9]1)=[O:7])([CH3:1])[CH3:3]. Reactant: [CH3:1][C:2]([O:5][C:6]([N:8]1[CH2:13][CH2:12][N:11]([S:14]([NH2:17])(=[O:16])=[O:15])[CH2:10][CH2:9]1)=[O:7])([CH3:4])[CH3:3].C1(P(C2CCCCC2)C2C=CC=CC=2C2C(C(C)C)=CC(C(C)C)=CC=2C(C)C)CCCCC1.C(=O)([O-])[O-].[Cs+].[Cs+].Cl[C:59]1[CH:64]=[C:63]([O:65][CH2:66][C:67]([F:70])([F:69])[F:68])[N:62]=[C:61]([S:71][CH2:72][C:73]2[CH:78]=[CH:77][CH:76]=[C:75]([F:79])[C:74]=2[F:80])[N:60]=1. The catalyst class is: 62. (6) Product: [C:28]1([N:27]([CH2:26][CH2:25][C:23]([O:22][CH2:20][CH3:21])=[O:24])[C:13]([C:10]2[CH:11]=[CH:12][C:6]3[S:5][C:4]([CH2:3][O:2][CH3:1])=[N:8][C:7]=3[CH:9]=2)=[O:15])[CH:33]=[CH:32][CH:31]=[CH:30][CH:29]=1. Reactant: [CH3:1][O:2][CH2:3][C:4]1[S:5][C:6]2[CH:12]=[CH:11][C:10]([C:13]([OH:15])=O)=[CH:9][C:7]=2[N:8]=1.S(Cl)(Cl)=O.[CH2:20]([O:22][C:23]([CH2:25][CH2:26][NH:27][C:28]1[CH:33]=[CH:32][CH:31]=[CH:30][CH:29]=1)=[O:24])[CH3:21].C(N(CC)CC)C. The catalyst class is: 489.